From a dataset of Catalyst prediction with 721,799 reactions and 888 catalyst types from USPTO. Predict which catalyst facilitates the given reaction. (1) Reactant: [CH2:1]([C:4]([CH:11]([C:16](=[O:37])[NH:17][CH:18]1[C:24](=[O:25])[N:23]([CH3:26])[C:22]2[CH:27]=[CH:28][CH:29]=[CH:30][C:21]=2[C:20]([C:31]2[CH:36]=[CH:35][CH:34]=[CH:33][CH:32]=2)=[N:19]1)[CH2:12][CH:13]([CH3:15])[CH3:14])([CH2:8][CH:9]=[CH2:10])[C:5](O)=[O:6])[CH:2]=[CH2:3].C[N:39](C(ON1N=NC2C=CC=NC1=2)=[N+](C)C)C.F[P-](F)(F)(F)(F)F.CCN(C(C)C)C(C)C. Product: [CH2:1]([C:4]([CH2:8][CH:9]=[CH2:10])([CH:11]([CH2:12][CH:13]([CH3:15])[CH3:14])[C:16]([NH:17][CH:18]1[C:24](=[O:25])[N:23]([CH3:26])[C:22]2[CH:27]=[CH:28][CH:29]=[CH:30][C:21]=2[C:20]([C:31]2[CH:32]=[CH:33][CH:34]=[CH:35][CH:36]=2)=[N:19]1)=[O:37])[C:5]([NH2:39])=[O:6])[CH:2]=[CH2:3]. The catalyst class is: 248. (2) Reactant: [F:1][C:2]1[CH:7]=[CH:6][C:5]([S:8]([NH:11][C:12]2([C:15]([O:17][CH3:18])=[O:16])[CH2:14][CH2:13]2)(=[O:10])=[O:9])=[CH:4][CH:3]=1.[C:19]([O-])([O-])=O.[K+].[K+]. Product: [CH3:19][N:11]([S:8]([C:5]1[CH:6]=[CH:7][C:2]([F:1])=[CH:3][CH:4]=1)(=[O:10])=[O:9])[C:12]1([C:15]([O:17][CH3:18])=[O:16])[CH2:14][CH2:13]1. The catalyst class is: 3. (3) Reactant: [Cl:1][C:2]1[CH:3]=[C:4]([CH:9]=[C:10]([O:18][CH:19]2[CH2:23][CH2:22][CH2:21][CH2:20]2)[C:11]=1[O:12][CH:13]1[CH2:17][CH2:16][CH2:15][CH2:14]1)[C:5]([O:7]C)=[O:6]. Product: [Cl:1][C:2]1[CH:3]=[C:4]([CH:9]=[C:10]([O:18][CH:19]2[CH2:20][CH2:21][CH2:22][CH2:23]2)[C:11]=1[O:12][CH:13]1[CH2:14][CH2:15][CH2:16][CH2:17]1)[C:5]([OH:7])=[O:6]. The catalyst class is: 12. (4) Reactant: [Cl:1][C:2]1[CH:3]=[C:4]([C:9]2[CH2:14][CH:13]([CH3:15])[N:12]([C:16]([O:18][C:19]([CH3:22])([CH3:21])[CH3:20])=[O:17])[CH2:11][C:10]=2[C:23](OCC)=[O:24])[CH:5]=[CH:6][C:7]=1[Cl:8].ClC1C=C(C2CCN(C(OC(C)(C)C)=O)C(C)C=2C(OCC)=O)C=CC=1Cl.[H-].[Al+3].[Li+].[H-].[H-].[H-]. Product: [Cl:1][C:2]1[CH:3]=[C:4]([C:9]2[CH2:14][CH:13]([CH3:15])[N:12]([C:16]([O:18][C:19]([CH3:22])([CH3:21])[CH3:20])=[O:17])[CH2:11][C:10]=2[CH2:23][OH:24])[CH:5]=[CH:6][C:7]=1[Cl:8]. The catalyst class is: 247. (5) Reactant: [CH2:1]([O:4][C:5]([N:7]1[CH2:11][C@@H:10]([OH:12])[CH2:9][C@H:8]1[C:13]([OH:15])=[O:14])=[O:6])[CH:2]=[CH2:3].OS(O)(=O)=O.O. Product: [CH2:1]([O:4][C:5]([N:7]1[CH2:11][C:10](=[O:12])[CH2:9][C@H:8]1[C:13]([OH:15])=[O:14])=[O:6])[CH:2]=[CH2:3]. The catalyst class is: 21.